The task is: Predict the reaction yield, written as a fraction of the theoretical maximum amount of product (1.0 means a 100% yield; for example, 0.34 means a 34% yield).. This data is from Reaction yield outcomes from USPTO patents with 853,638 reactions. (1) The reactants are [CH3:1][O:2][C:3]1[C:8]([C:9]([NH2:11])=[O:10])=[C:7]([O:12][CH3:13])[N:6]=[CH:5][N:4]=1.CO[CH:16](OC)[N:17]([CH3:19])[CH3:18]. No catalyst specified. The product is [CH3:16][N:17]([CH:19]=[N:11][C:9]([C:8]1[C:7]([O:12][CH3:13])=[N:6][CH:5]=[N:4][C:3]=1[O:2][CH3:1])=[O:10])[CH3:18]. The yield is 1.00. (2) The reactants are [C:1]1([C:7]2[N:8]=[N:9][CH:10]=[C:11]([C:20]3[CH:25]=[CH:24][CH:23]=[CH:22][CH:21]=3)[C:12]=2[C:13]2[O:14][CH:15]=[C:16]([CH:18]=[CH2:19])[N:17]=2)[CH:6]=[CH:5][CH:4]=[CH:3][CH:2]=1. The catalyst is CO.[Pd]. The product is [C:1]1([C:7]2[N:8]=[N:9][CH:10]=[C:11]([C:20]3[CH:21]=[CH:22][CH:23]=[CH:24][CH:25]=3)[C:12]=2[C:13]2[O:14][CH:15]=[C:16]([CH2:18][CH3:19])[N:17]=2)[CH:6]=[CH:5][CH:4]=[CH:3][CH:2]=1. The yield is 0.220. (3) The reactants are [CH3:1][C:2]1[NH:3][C:4]2[C:9]([C:10]=1[CH3:11])=[CH:8][CH:7]=[CH:6][C:5]=2[C:12]([OH:14])=O.[CH3:15][C:16]1[N:17]=[CH:18][N:19]([C:22]2[CH:23]=[C:24]([CH:26]=[CH:27][CH:28]=2)[NH2:25])[C:20]=1[CH3:21].Cl.C(N=C=NCCCN(C)C)C. The catalyst is ClCCl.CN(C)C1C=CN=CC=1. The product is [CH3:15][C:16]1[N:17]=[CH:18][N:19]([C:22]2[CH:23]=[C:24]([NH:25][C:12]([C:5]3[CH:6]=[CH:7][CH:8]=[C:9]4[C:4]=3[NH:3][C:2]([CH3:1])=[C:10]4[CH3:11])=[O:14])[CH:26]=[CH:27][CH:28]=2)[C:20]=1[CH3:21]. The yield is 0.430. (4) The reactants are O=P12OP3(OP(OP(O3)(O1)=O)(=O)O2)=O.[OH:15][CH:16]([C:33]1[CH:38]=[CH:37][CH:36]=[CH:35][C:34]=1[O:39][CH3:40])[CH2:17][O:18][C:19]1[CH:32]=[CH:31][C:22]([CH2:23][CH:24]2[S:28][C:27](=[O:29])[NH:26][C:25]2=[O:30])=[CH:21][CH:20]=1.CS(C)=O.C(N(CC)C(C)C)(C)C.C([O-])(O)=O.[Na+]. The catalyst is C(Cl)Cl. The product is [CH3:40][O:39][C:34]1[CH:35]=[CH:36][CH:37]=[CH:38][C:33]=1[C:16](=[O:15])[CH2:17][O:18][C:19]1[CH:32]=[CH:31][C:22]([CH2:23][CH:24]2[S:28][C:27](=[O:29])[NH:26][C:25]2=[O:30])=[CH:21][CH:20]=1. The yield is 0.880. (5) The reactants are [C:1]([O:4][BH-](OC(=O)C)OC(=O)C)(=O)[CH3:2].[Na+].C(O)(=O)C.[O:19]=[C:20]1[N:25]([CH2:26][CH2:27][C:28]2[CH:35]=[CH:34][CH:33]=[CH:32][C:29]=2C=O)[C:24]2[CH2:36][CH2:37][S:38][CH2:39][C:23]=2[C:22](=[O:40])[NH:21]1.[NH2:41][CH2:42]CO.N. The catalyst is ClCCCl. The product is [OH:4][CH2:1][CH2:2][NH:41][CH2:42][C:33]1[CH:32]=[CH:29][C:28]([CH2:27][CH2:26][N:25]2[C:24]3[CH2:36][CH2:37][S:38][CH2:39][C:23]=3[C:22](=[O:40])[NH:21][C:20]2=[O:19])=[CH:35][CH:34]=1. The yield is 0.740. (6) The product is [CH3:8][C:9]1[CH:10]=[C:11]([C:16]2[N:2]([CH3:1])[N:3]=[C:4]([C:5](=[O:7])[CH3:6])[C:17]=2[OH:18])[CH:12]=[C:13]([CH3:15])[CH:14]=1. The reactants are [CH3:1][NH:2][N:3]=[CH:4][C:5](=[O:7])[CH3:6].[CH3:8][C:9]1[CH:10]=[C:11]([C:16](=O)[CH:17]=[O:18])[CH:12]=[C:13]([CH3:15])[CH:14]=1.CCCCCC.C(OCC)(=O)C. The catalyst is C(O)(=O)C. The yield is 0.0500. (7) The reactants are [CH2:1]([OH:19])[CH2:2][CH2:3][CH2:4][CH2:5][CH2:6][CH2:7][CH2:8]/[CH:9]=[CH:10]\[CH2:11][CH2:12][CH2:13][CH2:14][CH2:15][CH2:16][CH2:17][CH3:18].[Cl:20][C:21](Cl)([O:23]C(=O)OC(Cl)(Cl)Cl)Cl.N1C=CC=CC=1. The catalyst is ClCCl. The product is [Cl:20][C:21]([O:19][CH2:1][CH2:2][CH2:3][CH2:4][CH2:5][CH2:6][CH2:7][CH2:8]/[CH:9]=[CH:10]\[CH2:11][CH2:12][CH2:13][CH2:14][CH2:15][CH2:16][CH2:17][CH3:18])=[O:23]. The yield is 0.843. (8) The reactants are [Cl:1][C:2]1[N:9]=[C:8]([Cl:10])[C:7]([F:11])=[CH:6][C:3]=1[C:4]#[N:5].S(=O)(=O)(O)[OH:13]. The catalyst is O. The product is [Cl:1][C:2]1[N:9]=[C:8]([Cl:10])[C:7]([F:11])=[CH:6][C:3]=1[C:4]([NH2:5])=[O:13]. The yield is 0.820. (9) The reactants are [Cl:1][C:2]1[CH:7]=[CH:6][C:5]([C:8]2[N:12]=[C:11]([CH2:13][CH2:14][NH2:15])[NH:10][N:9]=2)=[CH:4][CH:3]=1.[F:16][C:17]([F:33])([F:32])[C:18]1[O:22][N:21]=[C:20]([C:23]2[CH:24]=[C:25]([CH:29]=[CH:30][CH:31]=2)[C:26](O)=[O:27])[N:19]=1. No catalyst specified. The product is [Cl:1][C:2]1[CH:3]=[CH:4][C:5]([C:8]2[N:12]=[C:11]([CH2:13][CH2:14][NH:15][C:26](=[O:27])[C:25]3[CH:29]=[CH:30][CH:31]=[C:23]([C:20]4[N:19]=[C:18]([C:17]([F:33])([F:32])[F:16])[O:22][N:21]=4)[CH:24]=3)[NH:10][N:9]=2)=[CH:6][CH:7]=1. The yield is 0.130. (10) The reactants are [CH2:1]([NH2:5])[CH2:2][CH2:3][CH3:4].[CH3:6][O:7][CH:8]([O:11][CH3:12])[CH:9]=O. The catalyst is CCO.O.[Pd].C(Cl)Cl. The product is [CH3:6][O:7][CH:8]([O:11][CH3:12])[CH2:9][NH:5][CH2:1][CH2:2][CH2:3][CH3:4]. The yield is 1.01.